This data is from Catalyst prediction with 721,799 reactions and 888 catalyst types from USPTO. The task is: Predict which catalyst facilitates the given reaction. Reactant: [CH:1]1([C:4]2[N:8]=[C:7]([NH2:9])[S:6][N:5]=2)[CH2:3][CH2:2]1.C(=O)([O-])[O-].[K+].[K+].[C:16](Cl)(=[O:24])[O:17][C:18]1[CH:23]=[CH:22][CH:21]=[CH:20][CH:19]=1. Product: [C:18]1([O:17][C:16](=[O:24])[NH:9][C:7]2[S:6][N:5]=[C:4]([CH:1]3[CH2:3][CH2:2]3)[N:8]=2)[CH:23]=[CH:22][CH:21]=[CH:20][CH:19]=1. The catalyst class is: 7.